This data is from Forward reaction prediction with 1.9M reactions from USPTO patents (1976-2016). The task is: Predict the product of the given reaction. (1) Given the reactants [C:1]([O:5][CH:6]([C:11]1[C:16]([CH3:17])=[CH:15][CH:14]=[C:13]([O:18]CC2C=CC=CC=2)[C:12]=1[C:26]1[CH:27]=[CH:28][C:29]2[O:34][CH2:33][CH2:32][CH2:31][C:30]=2[CH:35]=1)[C:7]([O:9][CH3:10])=[O:8])([CH3:4])([CH3:3])[CH3:2], predict the reaction product. The product is: [C:1]([O:5][CH:6]([C:11]1[C:16]([CH3:17])=[CH:15][CH:14]=[C:13]([OH:18])[C:12]=1[C:26]1[CH:27]=[CH:28][C:29]2[O:34][CH2:33][CH2:32][CH2:31][C:30]=2[CH:35]=1)[C:7]([O:9][CH3:10])=[O:8])([CH3:4])([CH3:2])[CH3:3]. (2) Given the reactants CB1N2CCC[C@@H]2C(C2C=CC=CC=2)(C2C=CC=CC=2)O1.[C:22]1([CH3:36])[CH:27]=[CH:26][CH:25]=[C:24]([C:28]2[O:32][N:31]=[C:30]([C:33](=[O:35])[CH3:34])[CH:29]=2)[CH:23]=1.Cl, predict the reaction product. The product is: [C:22]1([CH3:36])[CH:27]=[CH:26][CH:25]=[C:24]([C:28]2[O:32][N:31]=[C:30]([C@@H:33]([OH:35])[CH3:34])[CH:29]=2)[CH:23]=1. (3) Given the reactants C[SiH](C)C1C=CC=CC=1.[CH3:10][N:11]([CH3:22])[C:12](=O)[CH2:13][CH2:14][C:15]1[CH:20]=[CH:19][CH:18]=[CH:17][CH:16]=1, predict the reaction product. The product is: [CH3:10][N:11]([CH2:12][CH2:13][CH2:14][C:15]1[CH:20]=[CH:19][CH:18]=[CH:17][CH:16]=1)[CH3:22]. (4) Given the reactants [CH:1]([C:4]1[CH:5]=[CH:6][C:7]([O:22][CH3:23])=[C:8]([C:10]2[C:11]([CH:20]=O)=[CH:12][C:13]([C:16]([F:19])([F:18])[F:17])=[CH:14][CH:15]=2)[CH:9]=1)([CH3:3])[CH3:2].[Cl-].O[NH3+:26].C([O-])(=O)C.[Na+], predict the reaction product. The product is: [CH:1]([C:4]1[CH:5]=[CH:6][C:7]([O:22][CH3:23])=[C:8]([C:10]2[CH:15]=[CH:14][C:13]([C:16]([F:19])([F:18])[F:17])=[CH:12][C:11]=2[CH2:20][NH2:26])[CH:9]=1)([CH3:3])[CH3:2].